From a dataset of Forward reaction prediction with 1.9M reactions from USPTO patents (1976-2016). Predict the product of the given reaction. Given the reactants [O:1]1[C:5]2([CH2:10][CH2:9][CH:8]([CH:11]3[CH2:16][CH2:15][C:14]([C:18]4[CH:23]=[CH:22][C:21]([O:24][CH2:25][CH3:26])=[C:20]([F:27])[C:19]=4[F:28])(O)[CH2:13][CH2:12]3)[CH2:7][CH2:6]2)[O:4][CH2:3][CH2:2]1.O.C(O)CO.O.C1(C)C=CC(S(O)(=O)=O)=CC=1, predict the reaction product. The product is: [CH2:25]([O:24][C:21]1[CH:22]=[CH:23][C:18]([C:14]2[CH2:15][CH2:16][CH:11]([CH:8]3[CH2:9][CH2:10][C:5]4([O:1][CH2:2][CH2:3][O:4]4)[CH2:6][CH2:7]3)[CH2:12][CH:13]=2)=[C:19]([F:28])[C:20]=1[F:27])[CH3:26].